Dataset: Catalyst prediction with 721,799 reactions and 888 catalyst types from USPTO. Task: Predict which catalyst facilitates the given reaction. (1) Reactant: [Si]([O:8][C@H:9]([C:54]1[CH:63]=[CH:62][C:61]([OH:64])=[C:60]2[C:55]=1[CH:56]=[CH:57][C:58](=[O:65])[NH:59]2)[CH2:10][NH:11][CH2:12][C:13]1[CH:18]=[CH:17][C:16]([NH:19][C:20]([CH2:22][CH2:23][CH2:24][CH2:25][N:26]([CH3:53])[C:27]([CH2:29][CH2:30][N:31]2[CH2:36][CH2:35][CH:34]([O:37][C:38](=[O:52])[NH:39][C:40]3[CH:45]=[CH:44][CH:43]=[CH:42][C:41]=3[C:46]3[CH:51]=[CH:50][CH:49]=[CH:48][CH:47]=3)[CH2:33][CH2:32]2)=[O:28])=[O:21])=[CH:15][CH:14]=1)(C(C)(C)C)(C)C.[FH:66].F.F.C(N(CC)CC)C.CCOC(C)=O. Product: [FH:66].[FH:66].[OH:8][C@H:9]([C:54]1[CH:63]=[CH:62][C:61]([OH:64])=[C:60]2[C:55]=1[CH:56]=[CH:57][C:58](=[O:65])[NH:59]2)[CH2:10][NH:11][CH2:12][C:13]1[CH:14]=[CH:15][C:16]([NH:19][C:20]([CH2:22][CH2:23][CH2:24][CH2:25][N:26]([CH3:53])[C:27]([CH2:29][CH2:30][N:31]2[CH2:36][CH2:35][CH:34]([O:37][C:38](=[O:52])[NH:39][C:40]3[CH:45]=[CH:44][CH:43]=[CH:42][C:41]=3[C:46]3[CH:51]=[CH:50][CH:49]=[CH:48][CH:47]=3)[CH2:33][CH2:32]2)=[O:28])=[O:21])=[CH:17][CH:18]=1. The catalyst class is: 59. (2) Reactant: C[O:2][C:3]([C@H:5]1[CH2:10][CH2:9][C@H:8]([O:11][C:12]2[CH:17]=[CH:16][CH:15]=[CH:14][C:13]=2[CH3:18])[CH2:7][CH2:6]1)=O.O.[NH2:20][NH2:21]. Product: [C:13]1([CH3:18])[CH:14]=[CH:15][CH:16]=[CH:17][C:12]=1[O:11][C@H:8]1[CH2:9][CH2:10][C@H:5]([C:3]([NH:20][NH2:21])=[O:2])[CH2:6][CH2:7]1. The catalyst class is: 11. (3) Reactant: [CH2:1]([NH:8][CH2:9][CH2:10][O:11][C:12]1[CH:17]=[CH:16][CH:15]=[CH:14][C:13]=1[O:18][CH3:19])[C:2]1[CH:7]=[CH:6][CH:5]=[CH:4][CH:3]=1.[C:20]1([S:26]([N:29]2[C:41]3[CH:40]=[CH:39][CH:38]=[C:37]([O:42][CH2:43][CH:44]4[CH2:46][O:45]4)[C:36]=3[C:35]3[C:30]2=[CH:31][CH:32]=[CH:33][CH:34]=3)(=[O:28])=[O:27])[CH:25]=[CH:24][CH:23]=[CH:22][CH:21]=1. Product: [C:20]1([S:26]([N:29]2[C:41]3[CH:40]=[CH:39][CH:38]=[C:37]([O:42][CH2:43][CH:44]([OH:45])[CH2:46][N:8]([CH2:1][C:2]4[CH:3]=[CH:4][CH:5]=[CH:6][CH:7]=4)[CH2:9][CH2:10][O:11][C:12]4[CH:17]=[CH:16][CH:15]=[CH:14][C:13]=4[O:18][CH3:19])[C:36]=3[C:35]3[C:30]2=[CH:31][CH:32]=[CH:33][CH:34]=3)(=[O:27])=[O:28])[CH:21]=[CH:22][CH:23]=[CH:24][CH:25]=1. The catalyst class is: 8. (4) Reactant: [OH-].[Na+].C[O:4][C:5](=[O:46])[CH:6]([O:14][C:15]1[CH:20]=[CH:19][C:18]([C:21]2[CH:26]=[CH:25][C:24]([CH2:27][N:28]([C:30]([C:32]3[C:36]4[CH:37]=[CH:38][CH:39]=[CH:40][C:35]=4[O:34][C:33]=3[CH2:41][CH2:42][CH2:43][CH3:44])=[O:31])[CH3:29])=[CH:23][CH:22]=2)=[CH:17][C:16]=1[Br:45])[CH2:7][C:8]1[CH:13]=[CH:12][CH:11]=[CH:10][CH:9]=1.O. Product: [Br:45][C:16]1[CH:17]=[C:18]([C:21]2[CH:26]=[CH:25][C:24]([CH2:27][N:28]([C:30]([C:32]3[C:36]4[CH:37]=[CH:38][CH:39]=[CH:40][C:35]=4[O:34][C:33]=3[CH2:41][CH2:42][CH2:43][CH3:44])=[O:31])[CH3:29])=[CH:23][CH:22]=2)[CH:19]=[CH:20][C:15]=1[O:14][CH:6]([CH2:7][C:8]1[CH:9]=[CH:10][CH:11]=[CH:12][CH:13]=1)[C:5]([OH:46])=[O:4]. The catalyst class is: 5. (5) Reactant: CS(O)(=O)=O.[CH:6]([O:9][CH:10]1[C:15](OC)([O:16]C)[CH2:14][CH2:13][N:12]([C:20]([O:22][C:23]([CH3:26])([CH3:25])[CH3:24])=[O:21])[CH2:11]1)([CH3:8])[CH3:7].C(=O)(O)[O-].[Na+]. Product: [CH:6]([O:9][CH:10]1[C:15](=[O:16])[CH2:14][CH2:13][N:12]([C:20]([O:22][C:23]([CH3:25])([CH3:24])[CH3:26])=[O:21])[CH2:11]1)([CH3:8])[CH3:7]. The catalyst class is: 21.